From a dataset of Catalyst prediction with 721,799 reactions and 888 catalyst types from USPTO. Predict which catalyst facilitates the given reaction. (1) Reactant: [C:1]([O:5][C:6]([C:8]1[S:12][C:11]([C:13]2[CH:18]=[CH:17][CH:16]=[CH:15][CH:14]=2)=[N:10][C:9]=1[NH:19][C:20](=[O:29])[C:21]1[CH:26]=[CH:25][C:24]([Cl:27])=[CH:23][C:22]=1[Cl:28])=[O:7])([CH3:4])([CH3:3])[CH3:2].[H-].[Na+].I[CH3:33].O. Product: [C:1]([O:5][C:6]([C:8]1[S:12][C:11]([C:13]2[CH:14]=[CH:15][CH:16]=[CH:17][CH:18]=2)=[N:10][C:9]=1[N:19]([C:20](=[O:29])[C:21]1[CH:26]=[CH:25][C:24]([Cl:27])=[CH:23][C:22]=1[Cl:28])[CH3:33])=[O:7])([CH3:4])([CH3:2])[CH3:3]. The catalyst class is: 640. (2) Reactant: [Cl:1][C:2]1[N:7]=[C:6]([NH2:8])[C:5]([NH2:9])=[CH:4][CH:3]=1.[CH:10](=O)[C:11]1[CH:16]=[CH:15][CH:14]=[CH:13][CH:12]=1.C(O)(=O)C.[BH-](OC(C)=O)(OC(C)=O)OC(C)=O.[Na+]. Product: [CH2:10]([NH:9][C:5]1[C:6]([NH2:8])=[N:7][C:2]([Cl:1])=[CH:3][CH:4]=1)[C:11]1[CH:16]=[CH:15][CH:14]=[CH:13][CH:12]=1. The catalyst class is: 26. (3) The catalyst class is: 49. Reactant: [CH3:1][N:2]([CH2:4][C:5]1[CH:6]=[CH:7][C:8]2[O:12][C:11]([CH3:13])=[C:10]([CH2:14][C:15]([NH2:17])=[O:16])[C:9]=2[CH:18]=1)[CH3:3].C[O:20][C:21](=O)[C:22]([C:24]1[C:32]2[C:27](=[C:28]([CH3:33])[CH:29]=[CH:30][CH:31]=2)[NH:26][CH:25]=1)=O.CC([O-])(C)C.[K+]. Product: [CH3:1][N:2]([CH2:4][C:5]1[CH:6]=[CH:7][C:8]2[O:12][C:11]([CH3:13])=[C:10]([C:14]3[C:15](=[O:16])[NH:17][C:21](=[O:20])[C:22]=3[C:24]3[C:32]4[C:27](=[C:28]([CH3:33])[CH:29]=[CH:30][CH:31]=4)[NH:26][CH:25]=3)[C:9]=2[CH:18]=1)[CH3:3]. (4) Reactant: [OH:1][C:2]12[CH2:11][C:6]3([OH:12])[CH2:7][CH:8]([CH2:10][C:4]([OH:13])([CH2:5]3)[CH2:3]1)[CH2:9]2.CN(C)C.[CH3:18][Si:19](Cl)([CH3:21])[CH3:20]. Product: [OH:1][C:2]12[CH2:11][C:6]3([O:12][Si:19]([CH3:21])([CH3:20])[CH3:18])[CH2:7][CH:8]([CH2:10][C:4]([OH:13])([CH2:5]3)[CH2:3]1)[CH2:9]2. The catalyst class is: 2.